This data is from Forward reaction prediction with 1.9M reactions from USPTO patents (1976-2016). The task is: Predict the product of the given reaction. (1) Given the reactants C([Sn](CCCC)(CCCC)[C:6]1[CH:11]=[CH:10][CH:9]=[CH:8][N:7]=1)CCC.I[C:21]1[N:22]=[N:23][C:24]([CH3:27])=[CH:25][CH:26]=1.O, predict the reaction product. The product is: [CH3:27][C:24]1[N:23]=[N:22][C:21]([C:6]2[CH:11]=[CH:10][CH:9]=[CH:8][N:7]=2)=[CH:26][CH:25]=1. (2) Given the reactants [NH2:1][C:2]1[S:3][C:4]2[CH2:10][CH:9]([NH:11][C:12](=[O:18])[O:13][C:14]([CH3:17])([CH3:16])[CH3:15])[CH2:8][CH2:7][C:5]=2[N:6]=1.[F:19][C:20]([F:31])([F:30])[C:21](O[C:21](=[O:22])[C:20]([F:31])([F:30])[F:19])=[O:22], predict the reaction product. The product is: [F:19][C:20]([F:31])([F:30])[C:21]([NH:1][C:2]1[S:3][C:4]2[CH2:10][CH:9]([NH:11][C:12](=[O:18])[O:13][C:14]([CH3:15])([CH3:17])[CH3:16])[CH2:8][CH2:7][C:5]=2[N:6]=1)=[O:22]. (3) Given the reactants [CH3:1][N:2]1[C:10]2[C:5](=[CH:6][CH:7]=[CH:8][CH:9]=2)[C:4]([CH2:11][NH:12][C:13]2[CH:18]=[CH:17][CH:16]=[CH:15][C:14]=2[N+:19]([O-])=O)=[CH:3]1.[H][H], predict the reaction product. The product is: [CH3:1][N:2]1[C:10]2[C:5](=[CH:6][CH:7]=[CH:8][CH:9]=2)[C:4]([CH2:11][NH:12][C:13]2[CH:18]=[CH:17][CH:16]=[CH:15][C:14]=2[NH2:19])=[CH:3]1. (4) Given the reactants [CH3:1][C:2]1[CH:3]=[CH:4][C:5]([C:8]2[CH:9]=[C:10]([CH:18]=[C:19]([C:21]3[CH2:25][C@@H:24]([C:26]4[CH:31]=[CH:30][CH:29]=[CH:28][N:27]=4)[O:23][N:22]=3)[CH:20]=2)[C:11]([O:13]C(C)(C)C)=[O:12])=[N:6][CH:7]=1.Cl, predict the reaction product. The product is: [CH3:1][C:2]1[CH:3]=[CH:4][C:5]([C:8]2[CH:9]=[C:10]([CH:18]=[C:19]([C:21]3[CH2:25][C@@H:24]([C:26]4[CH:31]=[CH:30][CH:29]=[CH:28][N:27]=4)[O:23][N:22]=3)[CH:20]=2)[C:11]([OH:13])=[O:12])=[N:6][CH:7]=1. (5) Given the reactants [C:1]([O:5][C:6](=[O:36])[NH:7][C@H:8]([C:30]1[CH:35]=[CH:34][CH:33]=[CH:32][CH:31]=1)[CH2:9][N:10]1[C:15](=[O:16])[C:14]([N+:17]([O-])=O)=[CH:13][N:12]([CH2:20][C:21]2[C:26]([F:27])=[CH:25][CH:24]=[CH:23][C:22]=2[F:28])[C:11]1=[O:29])([CH3:4])([CH3:3])[CH3:2].[H][H], predict the reaction product. The product is: [C:1]([O:5][C:6](=[O:36])[NH:7][C@H:8]([C:30]1[CH:35]=[CH:34][CH:33]=[CH:32][CH:31]=1)[CH2:9][N:10]1[C:15](=[O:16])[C:14]([NH2:17])=[CH:13][N:12]([CH2:20][C:21]2[C:22]([F:28])=[CH:23][CH:24]=[CH:25][C:26]=2[F:27])[C:11]1=[O:29])([CH3:4])([CH3:2])[CH3:3]. (6) Given the reactants [F:1][CH2:2][C:3]1([S:6]([NH:9][C:10]([C@@:12]2([NH:17][C:18]([C@@H:20]3[CH2:24][C@@H:23]([OH:25])[CH2:22][N:21]3[C:26](=[O:46])[C@@H:27]([NH:38][C:39](=[O:45])[O:40][C:41]([CH3:44])([CH3:43])[CH3:42])[C@@H:28]([O:31][C@@H:32]([CH2:34][CH2:35][CH:36]=[CH2:37])[CH3:33])[CH2:29][CH3:30])=[O:19])[CH2:14][C@H:13]2C=C)=[O:11])(=[O:8])=[O:7])[CH2:5][CH2:4]1, predict the reaction product. The product is: [CH2:29]([C@H:28]1[C@H:27]([NH:38][C:39](=[O:45])[O:40][C:41]([CH3:44])([CH3:42])[CH3:43])[C:26](=[O:46])[N:21]2[CH2:22][C@H:23]([OH:25])[CH2:24][C@H:20]2[C:18](=[O:19])[NH:17][C@:12]2([C:10](=[O:11])[NH:9][S:6]([C:3]3([CH2:2][F:1])[CH2:4][CH2:5]3)(=[O:8])=[O:7])[CH2:14][C@H:13]2[CH:37]=[CH:36][CH2:35][CH2:34][C@@H:32]([CH3:33])[O:31]1)[CH3:30]. (7) The product is: [CH:26]1([C:20]2[CH:19]=[C:18]([C:15]3[N:14]=[C:13]([C:9]4[CH:10]=[C:11]([CH3:12])[C:6]([O:5][CH2:4][C@@H:3]([OH:33])[CH2:2][NH:1][C:35](=[O:36])[CH2:34][OH:37])=[C:7]([CH2:31][CH3:32])[CH:8]=4)[O:17][N:16]=3)[CH:23]=[C:22]([O:24][CH3:25])[N:21]=2)[CH2:30][CH2:29][CH2:28][CH2:27]1. Given the reactants [NH2:1][CH2:2][C@H:3]([OH:33])[CH2:4][O:5][C:6]1[C:11]([CH3:12])=[CH:10][C:9]([C:13]2[O:17][N:16]=[C:15]([C:18]3[CH:23]=[C:22]([O:24][CH3:25])[N:21]=[C:20]([CH:26]4[CH2:30][CH2:29][CH2:28][CH2:27]4)[CH:19]=3)[N:14]=2)=[CH:8][C:7]=1[CH2:31][CH3:32].[C:34](O)(=[O:37])[CH2:35][OH:36].CCN(C(C)C)C(C)C.CN(C(ON1N=NC2C=CC=CC1=2)=[N+](C)C)C.[B-](F)(F)(F)F, predict the reaction product. (8) Given the reactants [C:1]1([C:7]2[N:15]=[C:14]3[C:10]([NH:11][C:12](=[O:16])[NH:13]3)=[CH:9][N:8]=2)[CH:6]=[CH:5][CH:4]=[CH:3][CH:2]=1.N12CCN(CC1)CC2.CN(C)C=O.[N:30]1([C:35](Cl)=[O:36])[CH2:34][CH2:33][CH2:32][CH2:31]1, predict the reaction product. The product is: [C:1]1([C:7]2[N:15]=[C:14]3[C:10]([N:11]([C:35]([N:30]4[CH2:34][CH2:33][CH2:32][CH2:31]4)=[O:36])[C:12](=[O:16])[NH:13]3)=[CH:9][N:8]=2)[CH:2]=[CH:3][CH:4]=[CH:5][CH:6]=1.